Dataset: Reaction yield outcomes from USPTO patents with 853,638 reactions. Task: Predict the reaction yield, written as a fraction of the theoretical maximum amount of product (1.0 means a 100% yield; for example, 0.34 means a 34% yield). The reactants are [C:1]([O:5][CH3:6])(=[O:4])[CH2:2][OH:3].[H-].[Na+].[CH3:9][O:10][C:11]1([C:17]2[CH:18]=[C:19]([CH2:23]Br)[CH:20]=[CH:21][CH:22]=2)[CH2:16][CH2:15][O:14][CH2:13][CH2:12]1. The catalyst is CN(C=O)C. The product is [CH3:9][O:10][C:11]1([C:17]2[CH:18]=[C:19]([CH2:23][O:3][CH2:2][C:1]([O:5][CH3:6])=[O:4])[CH:20]=[CH:21][CH:22]=2)[CH2:12][CH2:13][O:14][CH2:15][CH2:16]1. The yield is 0.500.